Dataset: Full USPTO retrosynthesis dataset with 1.9M reactions from patents (1976-2016). Task: Predict the reactants needed to synthesize the given product. Given the product [ClH:30].[CH3:1][C:2]1([CH3:29])[O:7][C:6]2[CH:8]=[C:9](/[CH:12]=[CH:13]/[C:14]([N:16]([CH3:28])[CH2:17][C:18]3[O:19][C:20]4[CH:27]=[CH:26][CH:25]=[CH:24][C:21]=4[C:22]=3[CH3:23])=[O:15])[CH:10]=[N:11][C:5]=2[NH:4][CH2:3]1, predict the reactants needed to synthesize it. The reactants are: [CH3:1][C:2]1([CH3:29])[O:7][C:6]2[CH:8]=[C:9](/[CH:12]=[CH:13]/[C:14]([N:16]([CH3:28])[CH2:17][C:18]3[O:19][C:20]4[CH:27]=[CH:26][CH:25]=[CH:24][C:21]=4[C:22]=3[CH3:23])=[O:15])[CH:10]=[N:11][C:5]=2[NH:4][CH2:3]1.[ClH:30].